From a dataset of Catalyst prediction with 721,799 reactions and 888 catalyst types from USPTO. Predict which catalyst facilitates the given reaction. Reactant: C([NH:3][C@H:4]([CH3:27])[CH2:5][O:6][C:7]1[CH:12]=[CH:11][C:10]([S:13]([C:16]2[CH:17]=[CH:18][C:19]([OH:26])=[C:20]([CH:25]=2)[C:21]([O:23][CH3:24])=[O:22])(=[O:15])=[O:14])=[CH:9][CH:8]=1)=O.[ClH:28]. Product: [ClH:28].[NH2:3][C@H:4]([CH3:27])[CH2:5][O:6][C:7]1[CH:12]=[CH:11][C:10]([S:13]([C:16]2[CH:17]=[CH:18][C:19]([OH:26])=[C:20]([CH:25]=2)[C:21]([O:23][CH3:24])=[O:22])(=[O:15])=[O:14])=[CH:9][CH:8]=1. The catalyst class is: 5.